From a dataset of Full USPTO retrosynthesis dataset with 1.9M reactions from patents (1976-2016). Predict the reactants needed to synthesize the given product. (1) Given the product [Cl:1][C:2]1[N:3]=[C:4]([N:13]2[CH2:18][CH2:17][O:16][CH2:15][CH2:14]2)[C:5]2[S:10][C:9]([CH2:11][N:27]3[CH2:28][CH2:29][N:24]([S:21]([CH3:20])(=[O:22])=[O:23])[C@@H:25]([CH3:30])[CH2:26]3)=[CH:8][C:6]=2[N:7]=1, predict the reactants needed to synthesize it. The reactants are: [Cl:1][C:2]1[N:3]=[C:4]([N:13]2[CH2:18][CH2:17][O:16][CH2:15][CH2:14]2)[C:5]2[S:10][C:9]([CH:11]=O)=[CH:8][C:6]=2[N:7]=1.Cl.[CH3:20][S:21]([N:24]1[CH2:29][CH2:28][NH:27][CH2:26][C@@H:25]1[CH3:30])(=[O:23])=[O:22]. (2) Given the product [CH3:1][C@@H:2]1[N:23]2[CH:22]=[C:21]([C:24]([OH:26])=[O:25])[C:19]([C:7]3=[CH:8][C:9]([F:18])=[C:10]([N:11]4[CH2:16][CH2:15][N:14]([CH3:17])[CH2:13][CH2:12]4)[C:5](=[C:6]23)[O:4][CH2:3]1)=[O:20].[CH3:1][C@@H:2]1[N:23]2[CH:22]=[C:21]([C:24]([OH:26])=[O:25])[C:19]([C:7]3=[CH:8][C:9]([F:18])=[C:10]([N:11]4[CH2:16][CH2:15][N:14]([CH3:17])[CH2:13][CH2:12]4)[C:5](=[C:6]23)[O:4][CH2:3]1)=[O:20].[OH2:4], predict the reactants needed to synthesize it. The reactants are: [CH3:1][C@@H:2]1[N:23]2[C:6]3[C:7]([C:19]([C:21]([C:24]([OH:26])=[O:25])=[CH:22]2)=[O:20])=[CH:8][C:9]([F:18])=[C:10]([N:11]2[CH2:16][CH2:15][N:14]([CH3:17])[CH2:13][CH2:12]2)[C:5]=3[O:4][CH2:3]1. (3) Given the product [CH2:6]([O:5][C:3](=[O:4])[CH:2]([CH3:16])[NH:14][CH:8]1[CH2:13][CH2:12][CH2:11][CH2:10][CH2:9]1)[CH3:7], predict the reactants needed to synthesize it. The reactants are: Br[CH2:2][C:3]([O:5][CH2:6][CH3:7])=[O:4].[CH:8]1([NH:14]C)[CH2:13][CH2:12][CH2:11][CH2:10][CH2:9]1.[CH2:16](O)C. (4) Given the product [C:1]([C@H:5]1[CH2:6][CH2:7][C@H:8]([O:11][C:12]2[CH:13]=[C:14]3[C:19](=[CH:20][CH:21]=2)[N:18]=[C:17]([CH2:22][N:23]2[CH2:24][CH:25]([C:27]([OH:29])=[O:28])[CH2:26]2)[CH:16]=[C:15]3[CH3:30])[CH2:9][CH2:10]1)([CH3:4])([CH3:3])[CH3:2], predict the reactants needed to synthesize it. The reactants are: [C:1]([C@H:5]1[CH2:10][CH2:9][C@H:8]([O:11][C:12]2[CH:13]=[C:14]3[C:19](=[CH:20][CH:21]=2)[N:18]=[C:17]([CH2:22][N:23]2[CH2:26][CH:25]([C:27]([OH:29])=[O:28])[CH2:24]2)[CH:16]=[C:15]3[C:30](F)(F)F)[CH2:7][CH2:6]1)([CH3:4])([CH3:3])[CH3:2].COC(C1CN(CC2C=C(C)C3C(=CC=C(O[C@H]4CC[C@H](C(C)(C)C)CC4)C=3)N=2)C1)=O. (5) Given the product [CH2:1]([O:3][C:4]([C:6]1[N:7]([C@H:27]([CH3:29])[CH2:28][NH:24][C:22]([O:21][C:17]([CH3:20])([CH3:19])[CH3:18])=[O:23])[C:8]2[C:13]([CH:14]=1)=[C:12]([Cl:15])[CH:11]=[CH:10][C:9]=2[F:16])=[O:5])[CH3:2], predict the reactants needed to synthesize it. The reactants are: [CH2:1]([O:3][C:4]([C:6]1[NH:7][C:8]2[C:13]([CH:14]=1)=[C:12]([Cl:15])[CH:11]=[CH:10][C:9]=2[F:16])=[O:5])[CH3:2].[C:17]([O:21][C:22]([N:24]1[CH2:28][C@H:27]([CH3:29])OS1(=O)=O)=[O:23])([CH3:20])([CH3:19])[CH3:18]. (6) Given the product [Cl:1][C:2]1[C:11]2[C:6](=[CH:7][C:8]([F:13])=[CH:9][C:10]=2[F:12])[N:5]=[C:4]([C:14]2[CH:15]=[N:16][C:17]([N:26]3[CH2:27][CH2:28][N:23]([CH3:22])[CH2:24][CH2:25]3)=[CH:18][CH:19]=2)[C:3]=1[CH3:21], predict the reactants needed to synthesize it. The reactants are: [Cl:1][C:2]1[C:11]2[C:6](=[CH:7][C:8]([F:13])=[CH:9][C:10]=2[F:12])[N:5]=[C:4]([C:14]2[CH:15]=[N:16][C:17](F)=[CH:18][CH:19]=2)[C:3]=1[CH3:21].[CH3:22][N:23]1[CH2:28][CH2:27][NH:26][CH2:25][CH2:24]1.C(=O)([O-])[O-].[K+].[K+]. (7) Given the product [OH:2][CH2:1][C:3]1[C:11]([O:12][CH3:13])=[CH:10][C:9]([CH3:14])=[C:8]2[C:4]=1[CH:5]=[CH:6][N:7]2[C:15]([O:17][C:18]([CH3:21])([CH3:20])[CH3:19])=[O:16], predict the reactants needed to synthesize it. The reactants are: [CH:1]([C:3]1[C:11]([O:12][CH3:13])=[CH:10][C:9]([CH3:14])=[C:8]2[C:4]=1[CH:5]=[CH:6][N:7]2[C:15]([O:17][C:18]([CH3:21])([CH3:20])[CH3:19])=[O:16])=[O:2].[BH4-].[Na+]. (8) Given the product [N:8]1[CH:9]=[C:10]2[C:14]([N:13]=[CH:12][NH:11]2)=[N:15][C:7]=1[C:36]#[N:37], predict the reactants needed to synthesize it. The reactants are: S(=O)(=O)(O)O.Cl[C:7]1[N:15]=[C:14]2[C:10]([N:11](C[C@H]3CC[C@H](C)CC3)[CH:12]=[N:13]2)=[C:9](C2C=C(OCCOC)C=C(Cl)C=2)[N:8]=1.[CH3:36][N:37](C)C(=O)C. (9) Given the product [C:22]([O:26][C:27](=[O:46])[NH:17][CH2:18][CH2:19][CH2:20][NH:21][C:3]([C:5]1[NH:6][C:7]2[C:12]([CH:13]=1)=[CH:11][CH:10]=[C:9]([N+:14]([O-:16])=[O:15])[CH:8]=2)=[O:4])([CH3:25])([CH3:24])[CH3:23], predict the reactants needed to synthesize it. The reactants are: CO[C:3]([C:5]1[NH:6][C:7]2[C:12]([CH:13]=1)=[CH:11][CH:10]=[C:9]([N+:14]([O-:16])=[O:15])[CH:8]=2)=[O:4].[NH2:17][CH2:18][CH2:19][CH2:20][NH2:21].[C:22]([O:26][C:27](=[O:46])NCCNC(C1NC2C(C=1)=CC=C([N+]([O-])=O)C=2)=O)([CH3:25])([CH3:24])[CH3:23].